This data is from Catalyst prediction with 721,799 reactions and 888 catalyst types from USPTO. The task is: Predict which catalyst facilitates the given reaction. Reactant: Br[C:2]1[CH:7]=[CH:6][N:5]([C:8]2[CH:9]=[CH:10][C:11]3[N:15]=[C:14]([CH:16]4[CH2:18][CH2:17]4)[N:13]([CH3:19])[C:12]=3[CH:20]=2)[C:4](=[O:21])[CH:3]=1.[F:22][C:23]([F:32])([F:31])[C:24]1[S:25][CH:26]=[C:27]([CH2:29][OH:30])[N:28]=1.C1(C)C=CC=CC=1.CC(C)([O-])C.[K+]. Product: [CH:16]1([C:14]2[N:13]([CH3:19])[C:12]3[CH:20]=[C:8]([N:5]4[CH:6]=[CH:7][C:2]([O:30][CH2:29][C:27]5[N:28]=[C:24]([C:23]([F:32])([F:31])[F:22])[S:25][CH:26]=5)=[CH:3][C:4]4=[O:21])[CH:9]=[CH:10][C:11]=3[N:15]=2)[CH2:18][CH2:17]1. The catalyst class is: 6.